From a dataset of Full USPTO retrosynthesis dataset with 1.9M reactions from patents (1976-2016). Predict the reactants needed to synthesize the given product. The reactants are: COC1C=C(OC)C=CC=1C[N:6]([C:32]1[CH:37]=[CH:36][N:35]=[CH:34][N:33]=1)[S:7]([C:10]1[CH:15]=[CH:14][C:13]([O:16][C@H:17]2[CH2:23][CH2:22][CH2:21][CH2:20][CH2:19][C@@H:18]2[C:24]2[N:28]([CH3:29])[N:27]=[CH:26][CH:25]=2)=[C:12]([F:30])[C:11]=1[F:31])(=[O:9])=[O:8].C([SiH](CC)CC)C.FC(F)(F)C(O)=O. Given the product [F:31][C:11]1[C:12]([F:30])=[C:13]([O:16][C@H:17]2[CH2:23][CH2:22][CH2:21][CH2:20][CH2:19][C@@H:18]2[C:24]2[N:28]([CH3:29])[N:27]=[CH:26][CH:25]=2)[CH:14]=[CH:15][C:10]=1[S:7]([NH:6][C:32]1[CH:37]=[CH:36][N:35]=[CH:34][N:33]=1)(=[O:8])=[O:9], predict the reactants needed to synthesize it.